From a dataset of Forward reaction prediction with 1.9M reactions from USPTO patents (1976-2016). Predict the product of the given reaction. (1) Given the reactants OC(C)(C)[C@@H]([NH:5]C(C1C2C(=NC=C(C3CCCCC3)N=2)NC=1)=O)C.[C:25]([O:28][CH2:29][CH2:30][C@:31]([OH:73])([C@@H:35]([C:53](=[O:72])[NH:54][C@H:55]([C:68]([O:70][CH3:71])=[O:69])[CH2:56][C:57]1[CH:62]=[CH:61][C:60]([O:63][CH2:64][C:65]#[C:66][CH3:67])=[CH:59][CH:58]=1)/[CH:36]=[CH:37]/[CH2:38][CH2:39][CH2:40][CH2:41][CH2:42][CH2:43][C:44](=[O:52])[CH2:45][CH2:46][CH2:47][CH2:48][CH2:49][CH2:50][CH3:51])[C:32](O)=[O:33])(=[O:27])[CH3:26].C(OC1C=CC(C[C@H]([NH:91]C([C@H]([C@@](O)(CC([O-])=O)C(OC(C)(C)C)=O)/C=C/CCCCCCC(=O)CCCCCCC)=O)C(OC)=O)=CC=1)C#CC, predict the reaction product. The product is: [C:25]([O:28][CH2:29][CH2:30][C@:31]([C@H:35](/[CH:36]=[CH:37]/[CH2:38][CH2:39][CH2:40][CH2:41][CH2:42][CH2:43][C:44](=[O:52])[CH2:45][CH2:46][CH2:47][CH2:48][CH2:49][CH2:50][CH3:51])[C:53]([NH:54][C@@H:55]([CH2:56][C:57]1[CH:62]=[CH:61][C:60]([O:63][CH2:64][C:65]#[C:66][CH3:67])=[CH:59][CH:58]=1)[C:68]([O-:70])=[O:69])=[O:72])([C:32](=[O:33])[NH2:5])[OH:73])(=[O:27])[CH3:26].[C:25]([O:28][CH2:29][CH2:30][C@:31]([C@H:35](/[CH:36]=[CH:37]/[CH2:38][CH2:39][CH2:40][CH2:41][CH2:42][CH2:43][C:44](=[O:52])[CH2:45][CH2:46][CH2:47][CH2:48][CH2:49][CH2:50][CH3:51])[C:53]([NH:54][C@@H:55]([CH2:56][C:57]1[CH:62]=[CH:61][C:60]([O:63][CH2:64][C:65]#[C:66][CH3:67])=[CH:59][CH:58]=1)[C:68]([O:70][CH3:71])=[O:69])=[O:72])([C:32](=[O:33])[NH2:91])[OH:73])(=[O:27])[CH3:26]. (2) Given the reactants C(O[C:6](=O)[NH:7][CH2:8][C:9]([N:11]1[CH2:15][CH2:14][CH2:13][CH:12]1[C:16]#[N:17])=[O:10])(C)(C)C.FC(F)(F)C(O)=O.C(N(CC)CC)C.[CH2:33]1[C:40]2[CH:36]([CH2:37][C:38](=[O:41])[CH:39]=2)[CH2:35]C1=O.C(O[BH-](OC(=O)C)OC(=O)C)(=O)C.[Na+], predict the reaction product. The product is: [O:41]=[C:38]1[CH2:39][CH:40]2[CH:36]([CH2:35][CH:6]([NH:7][CH2:8][C:9]([N:11]3[CH2:15][CH2:14][CH2:13][CH:12]3[C:16]#[N:17])=[O:10])[CH2:33]2)[CH2:37]1. (3) Given the reactants [OH:1][C:2]1[CH:3]=[C:4]2[C:9](=[CH:10][CH:11]=1)[NH:8][C:7](=[O:12])[C:6]([C:13]1[S:14][CH:15]=[CH:16][CH:17]=1)=[N:5]2.Br[CH2:19][C:20]1[CH:25]=[CH:24][CH:23]=[CH:22][CH:21]=1.C([O-])([O-])=O.[K+].[K+], predict the reaction product. The product is: [CH2:19]([O:1][C:2]1[CH:3]=[C:4]2[C:9](=[CH:10][CH:11]=1)[NH:8][C:7](=[O:12])[C:6]([C:13]1[S:14][CH:15]=[CH:16][CH:17]=1)=[N:5]2)[C:20]1[CH:25]=[CH:24][CH:23]=[CH:22][CH:21]=1. (4) Given the reactants [C:1]([C:3](=[C:9]1[CH2:14][CH2:13][N:12]([C:15]([O:17][C:18]([CH3:21])([CH3:20])[CH3:19])=[O:16])[CH2:11][CH2:10]1)[C:4]([O:6][CH2:7][CH3:8])=[O:5])#[N:2].[C:22]1([CH3:30])[CH:27]=[CH:26][CH:25]=[CH:24][C:23]=1[Mg]Br.N#N, predict the reaction product. The product is: [C:1]([CH:3]([C:9]1([C:23]2[CH:24]=[CH:25][CH:26]=[CH:27][C:22]=2[CH3:30])[CH2:10][CH2:11][N:12]([C:15]([O:17][C:18]([CH3:20])([CH3:19])[CH3:21])=[O:16])[CH2:13][CH2:14]1)[C:4]([O:6][CH2:7][CH3:8])=[O:5])#[N:2]. (5) Given the reactants [Cl:1][C:2]1[CH:3]=[C:4]([CH:15]=[CH:16][C:17]=1[Cl:18])[O:5][C:6]1[CH:14]=[CH:13][C:9]([C:10](O)=[O:11])=[CH:8][CH:7]=1.C(Cl)(C([Cl:23])=O)=O, predict the reaction product. The product is: [Cl:1][C:2]1[CH:3]=[C:4]([CH:15]=[CH:16][C:17]=1[Cl:18])[O:5][C:6]1[CH:14]=[CH:13][C:9]([C:10]([Cl:23])=[O:11])=[CH:8][CH:7]=1. (6) Given the reactants [C:1]([O:5][C@@H:6]([C:12]1[C:13]([CH3:44])=[N:14][C:15]([CH3:43])=[C:16]([C:26]2[CH:31]=[CH:30][C:29]([O:32][CH2:33][CH2:34][C:35]3[CH:40]=[CH:39][C:38]([F:41])=[C:37]([CH3:42])[CH:36]=3)=[CH:28][CH:27]=2)[C:17]=1[N:18]1[CH2:23][CH2:22][C:21]([CH3:25])([CH3:24])[CH2:20][CH2:19]1)[C:7]([O:9]CC)=[O:8])([CH3:4])([CH3:3])[CH3:2].[Li+].[OH-], predict the reaction product. The product is: [C:1]([O:5][C@@H:6]([C:12]1[C:13]([CH3:44])=[N:14][C:15]([CH3:43])=[C:16]([C:26]2[CH:27]=[CH:28][C:29]([O:32][CH2:33][CH2:34][C:35]3[CH:40]=[CH:39][C:38]([F:41])=[C:37]([CH3:42])[CH:36]=3)=[CH:30][CH:31]=2)[C:17]=1[N:18]1[CH2:23][CH2:22][C:21]([CH3:25])([CH3:24])[CH2:20][CH2:19]1)[C:7]([OH:9])=[O:8])([CH3:4])([CH3:3])[CH3:2]. (7) Given the reactants C[O:2][C:3](=[O:44])[C@H:4]([NH:24][C:25]([N:27]1[CH2:32][CH2:31][CH:30]([N:33]2[CH2:42][C:41]3[C:36](=[CH:37][CH:38]=[CH:39][CH:40]=3)[NH:35][C:34]2=[O:43])[CH2:29][CH2:28]1)=[O:26])[CH2:5][C:6]1[CH:7]=[C:8]2[C:12](=[CH:13][CH:14]=1)[N:11]([S:15]([CH2:18][CH2:19][Si:20]([CH3:23])([CH3:22])[CH3:21])(=[O:17])=[O:16])[N:10]=[CH:9]2.O.[OH-].[Li+].Cl, predict the reaction product. The product is: [O:43]=[C:34]1[N:33]([CH:30]2[CH2:29][CH2:28][N:27]([C:25]([NH:24][C@H:4]([CH2:5][C:6]3[CH:7]=[C:8]4[C:12](=[CH:13][CH:14]=3)[N:11]([S:15]([CH2:18][CH2:19][Si:20]([CH3:21])([CH3:23])[CH3:22])(=[O:17])=[O:16])[N:10]=[CH:9]4)[C:3]([OH:44])=[O:2])=[O:26])[CH2:32][CH2:31]2)[CH2:42][C:41]2[C:36](=[CH:37][CH:38]=[CH:39][CH:40]=2)[NH:35]1.